Regression. Given a peptide amino acid sequence and an MHC pseudo amino acid sequence, predict their binding affinity value. This is MHC class II binding data. From a dataset of Peptide-MHC class II binding affinity with 134,281 pairs from IEDB. (1) The peptide sequence is QEALNIALVAVSLIA. The MHC is DRB1_0404 with pseudo-sequence DRB1_0404. The binding affinity (normalized) is 0.544. (2) The peptide sequence is DTFRKLFDVYSNFLR. The MHC is DRB1_0405 with pseudo-sequence DRB1_0405. The binding affinity (normalized) is 0.465. (3) The peptide sequence is GKLYSILKIQSPLFT. The MHC is DRB3_0101 with pseudo-sequence DRB3_0101. The binding affinity (normalized) is 0.164. (4) The peptide sequence is INEPTAAAIAYGLDR. The MHC is HLA-DQA10501-DQB10201 with pseudo-sequence HLA-DQA10501-DQB10201. The binding affinity (normalized) is 0.425. (5) The peptide sequence is HHFHELQLKDGRRIV. The MHC is HLA-DQA10501-DQB10302 with pseudo-sequence HLA-DQA10501-DQB10302. The binding affinity (normalized) is 0.347.